From a dataset of Reaction yield outcomes from USPTO patents with 853,638 reactions. Predict the reaction yield, written as a fraction of the theoretical maximum amount of product (1.0 means a 100% yield; for example, 0.34 means a 34% yield). (1) The reactants are [CH3:1][C:2]1[CH:27]=[CH:26][C:5]([CH2:6][NH:7][CH:8]([C:20]2[CH:25]=[CH:24][CH:23]=[CH:22][CH:21]=2)[C:9]([O:11][C@@H:12]2[CH:17]3[CH2:18][CH2:19][N:14]([CH2:15][CH2:16]3)[CH2:13]2)=[O:10])=[CH:4][CH:3]=1.Cl[CH2:29][C:30]([C:32]1[S:33][CH:34]=[CH:35][CH:36]=1)=[O:31]. The catalyst is C(OCC)(=O)C. The product is [CH:9]([O-:11])=[O:10].[CH:9]([O-:11])=[O:10].[CH3:1][C:2]1[CH:3]=[CH:4][C:5]([CH2:6][NH:7][CH:8]([C:20]2[CH:21]=[CH:22][CH:23]=[CH:24][CH:25]=2)[C:9]([O:11][C@@H:12]2[CH:17]3[CH2:16][CH2:15][N+:14]([CH2:29][C:30](=[O:31])[C:32]4[S:33][CH:34]=[CH:35][CH:36]=4)([CH2:19][CH2:18]3)[CH2:13]2)=[O:10])=[CH:26][CH:27]=1.[CH3:1][C:2]1[CH:3]=[CH:4][C:5]([CH2:6][NH:7][CH:8]([C:20]2[CH:21]=[CH:22][CH:23]=[CH:24][CH:25]=2)[C:9]([O:11][C@@H:12]2[CH:17]3[CH2:16][CH2:15][N+:14]([CH2:29][C:30]([C:32]4[S:33][CH:34]=[CH:35][CH:36]=4)=[O:31])([CH2:19][CH2:18]3)[CH2:13]2)=[O:10])=[CH:26][CH:27]=1. The yield is 0.360. (2) The reactants are [N+:1]([C:4]1[CH:8]=[CH:7][NH:6][N:5]=1)([O-:3])=[O:2].Br[C:10]1[CH:15]=[CH:14][C:13]([CH3:16])=[C:12]([CH3:17])[CH:11]=1.N1CCC[C@H]1C(O)=O.C(=O)([O-])[O-].[K+].[K+]. The catalyst is CS(C)=O.O. The product is [CH3:17][C:12]1[CH:11]=[C:10]([N:6]2[CH:7]=[CH:8][C:4]([N+:1]([O-:3])=[O:2])=[N:5]2)[CH:15]=[CH:14][C:13]=1[CH3:16]. The yield is 0.0900. (3) The reactants are [C:1]([O:5][C:6]([N:8]([CH3:55])[C@@H:9]([CH3:54])[C:10]([NH:12][C@@H:13]([C:50]([CH3:53])([CH3:52])[CH3:51])[C:14]([N:16]1[C@H:25]([C:26]([N:28]([CH2:39][C:40]2[CH:49]=[CH:48][C:43]([C:44]([O:46]C)=[O:45])=[CH:42][CH:41]=2)[C@@H:29]([C:31]2[CH:36]=[CH:35][CH:34]=[C:33]([F:37])[C:32]=2[F:38])[CH3:30])=[O:27])[CH2:24][C:23]2[C:18](=[CH:19][CH:20]=[CH:21][CH:22]=2)[CH2:17]1)=[O:15])=[O:11])=[O:7])([CH3:4])([CH3:3])[CH3:2].[Li+].[OH-].Cl. The catalyst is C1COCC1.CO. The product is [C:1]([O:5][C:6]([N:8]([CH3:55])[C@@H:9]([CH3:54])[C:10]([NH:12][C@@H:13]([C:50]([CH3:53])([CH3:52])[CH3:51])[C:14]([N:16]1[C@H:25]([C:26]([N:28]([CH2:39][C:40]2[CH:41]=[CH:42][C:43]([C:44]([OH:46])=[O:45])=[CH:48][CH:49]=2)[C@@H:29]([C:31]2[CH:36]=[CH:35][CH:34]=[C:33]([F:37])[C:32]=2[F:38])[CH3:30])=[O:27])[CH2:24][C:23]2[C:18](=[CH:19][CH:20]=[CH:21][CH:22]=2)[CH2:17]1)=[O:15])=[O:11])=[O:7])([CH3:4])([CH3:3])[CH3:2]. The yield is 0.990. (4) The reactants are [N+:1]([C:4]1[CH:9]=[C:8]([C:10]([F:13])([F:12])[F:11])[CH:7]=[CH:6][C:5]=1[N:14]1[CH2:19][CH2:18][CH:17]([NH:20][C:21](=[O:27])[O:22][C:23]([CH3:26])([CH3:25])[CH3:24])[CH2:16][CH2:15]1)([O-])=O. The catalyst is CO. The product is [NH2:1][C:4]1[CH:9]=[C:8]([C:10]([F:13])([F:11])[F:12])[CH:7]=[CH:6][C:5]=1[N:14]1[CH2:15][CH2:16][CH:17]([NH:20][C:21](=[O:27])[O:22][C:23]([CH3:25])([CH3:24])[CH3:26])[CH2:18][CH2:19]1. The yield is 0.970.